From a dataset of Reaction yield outcomes from USPTO patents with 853,638 reactions. Predict the reaction yield, written as a fraction of the theoretical maximum amount of product (1.0 means a 100% yield; for example, 0.34 means a 34% yield). (1) The reactants are [CH3:1][N:2]([CH3:27])[C:3]1[C:8]([CH2:9][C:10]([O:12][CH3:13])=[O:11])=[C:7]([N:14]([CH3:16])[CH3:15])[N:6]=[C:5]([CH2:17][C:18]2[CH:23]=[CH:22][C:21]([N+:24]([O-])=O)=[CH:20][CH:19]=2)[N:4]=1.[H][H]. The catalyst is CO.[Pd]. The product is [NH2:24][C:21]1[CH:20]=[CH:19][C:18]([CH2:17][C:5]2[N:6]=[C:7]([N:14]([CH3:16])[CH3:15])[C:8]([CH2:9][C:10]([O:12][CH3:13])=[O:11])=[C:3]([N:2]([CH3:1])[CH3:27])[N:4]=2)=[CH:23][CH:22]=1. The yield is 0.980. (2) The reactants are [CH3:1][N:2]1[CH2:33][CH2:32][CH2:31][C@@:3]1([CH3:34])[C:4]([NH:6][C@H:7]([C:11]([N:13]([C@@H:15]([C@@H:27]([CH3:30])[CH2:28][CH3:29])[C@H:16]([O:25][CH3:26])[CH2:17][C:18]([O:20]C(C)(C)C)=[O:19])[CH3:14])=[O:12])[CH:8]([CH3:10])[CH3:9])=[O:5].FC(F)(F)C(O)=O. The catalyst is ClCCl. The product is [CH3:1][N:2]1[CH2:33][CH2:32][CH2:31][C@@:3]1([CH3:34])[C:4]([NH:6][C@H:7]([C:11]([N:13]([C@@H:15]([C@@H:27]([CH3:30])[CH2:28][CH3:29])[C@H:16]([O:25][CH3:26])[CH2:17][C:18]([OH:20])=[O:19])[CH3:14])=[O:12])[CH:8]([CH3:10])[CH3:9])=[O:5]. The yield is 1.00.